Predict the product of the given reaction. From a dataset of Forward reaction prediction with 1.9M reactions from USPTO patents (1976-2016). (1) Given the reactants C[Si]([N-][Si](C)(C)C)(C)C.[Li+].[CH2:11](P(=O)(OCC)OCC)[CH:12]=[CH:13][C:14]1[CH:19]=[CH:18][CH:17]=[CH:16][CH:15]=1.[C:28]([N:35]1[CH2:40][CH2:39][C:38](=O)[CH2:37][CH2:36]1)([O:30][C:31]([CH3:34])([CH3:33])[CH3:32])=[O:29], predict the reaction product. The product is: [C:31]([O:30][C:28]([N:35]1[CH2:40][CH2:39][C:38](=[CH:11]/[CH:12]=[CH:13]/[C:14]2[CH:15]=[CH:16][CH:17]=[CH:18][CH:19]=2)[CH2:37][CH2:36]1)=[O:29])([CH3:34])([CH3:32])[CH3:33]. (2) Given the reactants Cl[C:2]([O:4][CH:5]1[CH2:9][CH2:8][CH2:7][CH2:6]1)=[O:3].FC(F)(F)C(O)=O.[NH:17]1[CH2:22][CH2:21][CH:20]([N:23]2[C:27]3=[N:28][CH:29]=[N:30][C:31]([O:32][C:33]4[CH:40]=[CH:39][CH:38]=[CH:37][C:34]=4[C:35]#[N:36])=[C:26]3[CH:25]=[N:24]2)[CH2:19][CH2:18]1.C(OC(N1CCC(N2C3=NC=NC(OC4C=CC=CC=4C#N)=C3C=N2)CC1)=O)(C)(C)C.FC(F)(F)C(O)=O.C(OC1C=CC(OC2N=CN=C3N(C4CCNCC4)N=CC=23)=C(F)C=1)C.C(N(C(C)C)CC)(C)C, predict the reaction product. The product is: [CH:5]1([O:4][C:2]([N:17]2[CH2:22][CH2:21][CH:20]([N:23]3[C:27]4=[N:28][CH:29]=[N:30][C:31]([O:32][C:33]5[CH:40]=[CH:39][CH:38]=[CH:37][C:34]=5[C:35]#[N:36])=[C:26]4[CH:25]=[N:24]3)[CH2:19][CH2:18]2)=[O:3])[CH2:9][CH2:8][CH2:7][CH2:6]1. (3) Given the reactants C1(C2C3C=CC4C(=O)NCCC=CCCNC(=O)CN(C=3C=4)C=2C2C=CC(OCC3C=C([N+]([O-])=O)C=CC=3N3CCN(S(C)(=O)=O)CC3)=CC=2)CCCCC1.[CH2:56]([NH:60][C:61]([C:63]1[CH:71]=[C:70]2[C:66]([C:67]([CH:110]3[CH2:115][CH2:114][CH2:113][CH2:112][CH2:111]3)=[C:68]([C:80]3[CH:85]=[CH:84][C:83]([O:86][CH2:87][C:88]4[CH:93]=[C:92]([N:94]5[CH2:98][CH2:97][CH2:96][C:95]5=[O:99])[CH:91]=[CH:90][C:89]=4[N:100]4[CH2:105][CH2:104][N:103]([S:106]([CH3:109])(=[O:108])=[O:107])[CH2:102][CH2:101]4)=[CH:82][CH:81]=3)[N:69]2[CH2:72][C:73](=[O:79])[NH:74][CH2:75][CH2:76]C=C)=[CH:65][CH:64]=1)=[O:62])[CH2:57][CH:58]=[CH2:59], predict the reaction product. The product is: [CH:110]1([C:67]2[C:66]3[CH:65]=[CH:64][C:63]4[C:61](=[O:62])[NH:60][CH2:56][CH2:57][CH:58]=[CH:59][CH2:76][CH2:75][NH:74][C:73](=[O:79])[CH2:72][N:69]([C:70]=3[CH:71]=4)[C:68]=2[C:80]2[CH:81]=[CH:82][C:83]([O:86][CH2:87][C:88]3[CH:93]=[C:92]([N:94]4[CH2:98][CH2:97][CH2:96][C:95]4=[O:99])[CH:91]=[CH:90][C:89]=3[N:100]3[CH2:101][CH2:102][N:103]([S:106]([CH3:109])(=[O:107])=[O:108])[CH2:104][CH2:105]3)=[CH:84][CH:85]=2)[CH2:111][CH2:112][CH2:113][CH2:114][CH2:115]1. (4) The product is: [C:47]([O:51][C:52]([N:54]([C:62]([O:64][C:65]([CH3:68])([CH3:67])[CH3:66])=[O:63])[C:55]1[N:56]=[C:57]([C:29]2[N:30]=[C:25]([N:17]([C:14]3[CH:13]=[CH:12][C:11]([N:8]4[CH2:7][CH2:6][N:5]([CH:3]5[CH2:2][O:1][CH2:4]5)[CH2:10][CH2:9]4)=[CH:16][CH:15]=3)[C:18](=[O:24])[O:19][C:20]([CH3:22])([CH3:21])[CH3:23])[C:26]3[N:46]([CH:45]=[CH:44][N:27]=3)[CH:28]=2)[CH:58]=[N:59][CH:60]=1)=[O:53])([CH3:50])([CH3:49])[CH3:48]. Given the reactants [O:1]1[CH2:4][CH:3]([N:5]2[CH2:10][CH2:9][N:8]([C:11]3[CH:16]=[CH:15][C:14]([N:17]([C:25]4[C:26]5[N:27]([CH:44]=[CH:45][N:46]=5)[CH:28]=[C:29]([Sn](CCCC)(CCCC)CCCC)[N:30]=4)[C:18](=[O:24])[O:19][C:20]([CH3:23])([CH3:22])[CH3:21])=[CH:13][CH:12]=3)[CH2:7][CH2:6]2)[CH2:2]1.[C:47]([O:51][C:52]([N:54]([C:62]([O:64][C:65]([CH3:68])([CH3:67])[CH3:66])=[O:63])[C:55]1[CH:60]=[N:59][CH:58]=[C:57](Br)[N:56]=1)=[O:53])([CH3:50])([CH3:49])[CH3:48], predict the reaction product. (5) Given the reactants [C:1](OCC)(=O)[CH:2]=[CH2:3].[C:8]([O:13][CH3:14])(=[O:12])[C:9]([CH3:11])=[CH2:10].[C:15]([OH:20])(=O)[C:16]([CH3:18])=[CH2:17], predict the reaction product. The product is: [CH3:1][CH:2]([CH:15]([OH:20])[C:16]([CH2:14][O:13][C:8]([CH:9]([CH3:11])[CH3:10])=[O:12])([CH3:18])[CH3:17])[CH3:3]. (6) Given the reactants [N:1]1[C:10]2[C:5](=[CH:6][CH:7]=[CH:8][CH:9]=2)[C:4]([CH2:11][NH2:12])=[CH:3][CH:2]=1.C(N(CC)CC)C.[N:20]1[CH:25]=[CH:24][CH:23]=[CH:22][C:21]=1[C:26]#[C:27][C:28]1[CH:33]=[CH:32][C:31]([S:34](Cl)(=[O:36])=[O:35])=[CH:30][CH:29]=1.O, predict the reaction product. The product is: [N:20]1[CH:25]=[CH:24][CH:23]=[CH:22][C:21]=1[C:26]#[C:27][C:28]1[CH:33]=[CH:32][C:31]([S:34]([NH:12][CH2:11][C:4]2[C:5]3[C:10](=[CH:9][CH:8]=[CH:7][CH:6]=3)[N:1]=[CH:2][CH:3]=2)(=[O:36])=[O:35])=[CH:30][CH:29]=1. (7) Given the reactants Br[CH2:2]/[CH:3]=[CH:4]/[C:5]([OH:7])=O.Cl.[Cl:9][C:10]1[CH:11]=[C:12]([OH:30])[CH:13]=[C:14]([NH:16][C:17]2[C:18]3[C:25]4[CH2:26][CH2:27][NH:28][CH2:29][C:24]=4[S:23][C:19]=3[N:20]=[CH:21][N:22]=2)[CH:15]=1.[CH3:31][N:32]([CH3:41])[C:33]([N:35]1[CH2:40][CH2:39][NH:38][CH2:37][CH2:36]1)=[O:34], predict the reaction product. The product is: [Cl:9][C:10]1[CH:15]=[C:14]([NH:16][C:17]2[C:18]3[C:25]4[CH2:26][CH2:27][N:28]([C:5](=[O:7])/[CH:4]=[CH:3]/[CH2:2][N:38]5[CH2:37][CH2:36][N:35]([C:33]([N:32]([CH3:41])[CH3:31])=[O:34])[CH2:40][CH2:39]5)[CH2:29][C:24]=4[S:23][C:19]=3[N:20]=[CH:21][N:22]=2)[CH:13]=[C:12]([OH:30])[CH:11]=1. (8) Given the reactants [F:1][C:2]1[C:3]([C:9]2[N:13]([CH:14]3[CH2:19][CH2:18][O:17][CH2:16][CH2:15]3)[C:12]([CH3:20])=[N:11][CH:10]=2)=[N:4][C:5]([NH2:8])=[N:6][CH:7]=1.Br[C:22]1[CH:23]=[CH:24][C:25]([S:28]([N:31]2[CH2:36][CH2:35][N:34]([CH3:37])[CH2:33][CH2:32]2)(=[O:30])=[O:29])=[N:26][CH:27]=1.C([O-])([O-])=O.[Cs+].[Cs+].CC1(C)C2C(=C(P(C3C=CC=CC=3)C3C=CC=CC=3)C=CC=2)OC2C(P(C3C=CC=CC=3)C3C=CC=CC=3)=CC=CC1=2, predict the reaction product. The product is: [F:1][C:2]1[C:3]([C:9]2[N:13]([CH:14]3[CH2:19][CH2:18][O:17][CH2:16][CH2:15]3)[C:12]([CH3:20])=[N:11][CH:10]=2)=[N:4][C:5]([NH:8][C:22]2[CH:27]=[N:26][C:25]([S:28]([N:31]3[CH2:32][CH2:33][N:34]([CH3:37])[CH2:35][CH2:36]3)(=[O:30])=[O:29])=[CH:24][CH:23]=2)=[N:6][CH:7]=1. (9) The product is: [C:1]([C:5]1[CH:9]=[C:8]([C:10]([NH:12][CH:13]([CH3:31])[CH2:14][C:15]2[O:16][C:17]([C:20]3[CH:25]=[CH:24][C:23]([C:61]#[N:62])=[C:22]([C:27]([F:30])([F:29])[F:28])[CH:21]=3)=[CH:18][CH:19]=2)=[O:11])[NH:7][N:6]=1)([CH3:4])([CH3:3])[CH3:2]. Given the reactants [C:1]([C:5]1[CH:9]=[C:8]([C:10]([NH:12][CH:13]([CH3:31])[CH2:14][C:15]2[O:16][C:17]([C:20]3[CH:25]=[CH:24][C:23](Cl)=[C:22]([C:27]([F:30])([F:29])[F:28])[CH:21]=3)=[CH:18][CH:19]=2)=[O:11])[NH:7][N:6]=1)([CH3:4])([CH3:3])[CH3:2].COC1C=CC=C(OC)C=1C1C=CC=CC=1P(C1CCCCC1)C1CCCCC1.[CH3:61][N:62](C=O)C, predict the reaction product.